This data is from Catalyst prediction with 721,799 reactions and 888 catalyst types from USPTO. The task is: Predict which catalyst facilitates the given reaction. (1) Reactant: [C:1]([O:4][CH:5]=[CH2:6])(=[O:3])[CH3:2].[CH:7]([N:9]1[CH2:13][CH2:12][CH2:11][C:10]1=[O:14])=[CH2:8].NCCS.N(C(C)(C)C#N)=NC(C)(C)C#N. Product: [CH3:2][C:1]([O:4][CH:5]=[CH2:6])=[O:3].[CH2:8]=[CH:7][N:9]1[C:10](=[O:14])[CH2:11][CH2:12][CH2:13]1. The catalyst class is: 7. (2) Reactant: [Br:1][C:2]1[CH:3]=[C:4]([OH:8])[CH:5]=[N:6][CH:7]=1.O[CH:10]1[CH2:15][CH2:14][N:13]([C:16]([O:18][C:19]([CH3:22])([CH3:21])[CH3:20])=[O:17])[CH2:12][CH2:11]1.C1(P(C2C=CC=CC=2)C2C=CC=CC=2)C=CC=CC=1.N(C(OCC)=O)=NC(OCC)=O. Product: [Br:1][C:2]1[CH:3]=[C:4]([O:8][CH:10]2[CH2:15][CH2:14][N:13]([C:16]([O:18][C:19]([CH3:22])([CH3:21])[CH3:20])=[O:17])[CH2:12][CH2:11]2)[CH:5]=[N:6][CH:7]=1. The catalyst class is: 11.